This data is from Forward reaction prediction with 1.9M reactions from USPTO patents (1976-2016). The task is: Predict the product of the given reaction. Given the reactants [CH3:1][C:2]1[C:10]2[CH2:9][O:8][C:7](=[O:11])[C:6]=2[CH:5]=[CH:4][C:3]=1[CH2:12][CH2:13][N:14]1[CH2:19][CH2:18][NH:17][CH2:16][C:15]1=[O:20].[CH3:21][C:22]1[C:30]2[CH2:29][O:28][C:27](=[O:31])[C:26]=2[CH:25]=[CH:24][C:23]=1[C@H:32]1[CH2:34][O:33]1, predict the reaction product. The product is: [OH:33][C@@H:32]([C:23]1[CH:24]=[CH:25][C:26]2[C:27](=[O:31])[O:28][CH2:29][C:30]=2[C:22]=1[CH3:21])[CH2:34][N:17]1[CH2:18][CH2:19][N:14]([CH2:13][CH2:12][C:3]2[CH:4]=[CH:5][C:6]3[C:7](=[O:11])[O:8][CH2:9][C:10]=3[C:2]=2[CH3:1])[C:15](=[O:20])[CH2:16]1.